Task: Regression/Classification. Given a drug SMILES string, predict its toxicity properties. Task type varies by dataset: regression for continuous values (e.g., LD50, hERG inhibition percentage) or binary classification for toxic/non-toxic outcomes (e.g., AMES mutagenicity, cardiotoxicity, hepatotoxicity). Dataset: herg_karim.. Dataset: hERG potassium channel inhibition data for cardiac toxicity prediction from Karim et al. (1) The drug is Cc1ccc(S(=O)(=O)N2Cc3ccc(C=CC(=O)NO)cc3C2)cc1. The result is 0 (non-blocker). (2) The result is 0 (non-blocker). The drug is Cc1[nH]c2ccccc2c1CC(=O)N1Cc2ccc(/C=C/C(=O)NO)cc2C1. (3) The molecule is CCN1CCN(c2cc3[nH]c(S[C@]4(C)CC[C@@H](N5CCCC5=O)CC4)nc3cc2Cl)CC1. The result is 0 (non-blocker). (4) The compound is COCCOc1ccc2c(c1)ncn2-c1ccc2cccc(N3CCC(N)CC3)c2n1. The result is 0 (non-blocker). (5) The drug is CC(C)(C(=O)O)N1CCC(C(=O)NC2CCN(Cc3cccc(Oc4ccccc4Cl)c3)CC2)(c2ccccc2)C1. The result is 0 (non-blocker).